This data is from Catalyst prediction with 721,799 reactions and 888 catalyst types from USPTO. The task is: Predict which catalyst facilitates the given reaction. (1) Reactant: [NH2:1][C:2]1[C:11]([F:12])=[C:10](F)[CH:9]=[C:8]2[C:3]=1[C:4](=[O:25])[C:5]([C:22]([OH:24])=[O:23])=[CH:6][N:7]2[CH2:14][CH2:15][C:16]1[CH:21]=[CH:20][CH:19]=[CH:18][CH:17]=1.[N:26]1[CH:31]=[CH:30][CH:29]=[CH:28][C:27]=1[NH:32][CH2:33][CH2:34][NH2:35].C(N(CC)CC)C. Product: [NH2:1][C:2]1[C:11]([F:12])=[C:10]([NH:35][CH2:34][CH2:33][NH:32][C:27]2[CH:28]=[CH:29][CH:30]=[CH:31][N:26]=2)[CH:9]=[C:8]2[C:3]=1[C:4](=[O:25])[C:5]([C:22]([OH:24])=[O:23])=[CH:6][N:7]2[CH2:14][CH2:15][C:16]1[CH:21]=[CH:20][CH:19]=[CH:18][CH:17]=1. The catalyst class is: 16. (2) Reactant: [Cl:1][C:2]1[CH:12]=[CH:11][C:10](CC)=[CH:9][C:3]=1[C:4]([O:6]CC)=O.[H-].[CH2:16]([Al+]CC(C)C)[CH:17](C)C.C([O-])(O)=O.[Na+]. Product: [Cl:1][C:2]1[CH:12]=[CH:11][CH:10]=[C:9]([CH2:16][CH3:17])[C:3]=1[CH2:4][OH:6]. The catalyst class is: 182. (3) Reactant: Cl.[CH3:2][C@@H:3]1[C:16](=[O:17])[NH:15][N:14]=[C:13]2[N:4]1[C:5]1[CH:6]=[C:7]3[N:20]([C:21]4([CH3:25])[CH2:24][NH:23][CH2:22]4)[CH:19]=[CH:18][C:8]3=[CH:9][C:10]=1[O:11][CH2:12]2.[CH3:26][C:27]([O:30][C:31](O[C:31]([O:30][C:27]([CH3:29])([CH3:28])[CH3:26])=[O:32])=[O:32])([CH3:29])[CH3:28]. Product: [C:27]([O:30][C:31]([N:23]1[CH2:22][C:21]([CH3:25])([N:20]2[C:7]3[C:8](=[CH:9][C:10]4[O:11][CH2:12][C:13]5[N:4]([C:5]=4[CH:6]=3)[C@H:3]([CH3:2])[C:16](=[O:17])[NH:15][N:14]=5)[CH:18]=[CH:19]2)[CH2:24]1)=[O:32])([CH3:29])([CH3:28])[CH3:26]. The catalyst class is: 2. (4) Reactant: Cl[C:2]1[CH:7]=[C:6]([CH2:8][C:9]2[CH:14]=[CH:13][CH:12]=[CH:11][CH:10]=2)[N:5]=[C:4]([S:15][CH3:16])[N:3]=1.[NH3:17]. Product: [CH3:16][S:15][C:4]1[N:3]=[C:2]([NH2:17])[CH:7]=[C:6]([CH2:8][C:9]2[CH:14]=[CH:13][CH:12]=[CH:11][CH:10]=2)[N:5]=1. The catalyst class is: 32. (5) Reactant: Cl.[CH2:2]([O:4][C:5](=[O:8])[CH2:6][NH2:7])[CH3:3].C([O-])(=O)C.[Na+].CO[CH:16]1[CH:20]([C:21]2[CH:26]=[CH:25][CH:24]=[CH:23][CH:22]=2)[CH2:19][CH:18](OC)O1. Product: [C:21]1([C:20]2[CH:19]=[CH:18][N:7]([CH2:6][C:5]([O:4][CH2:2][CH3:3])=[O:8])[CH:16]=2)[CH:26]=[CH:25][CH:24]=[CH:23][CH:22]=1. The catalyst class is: 211.